This data is from Full USPTO retrosynthesis dataset with 1.9M reactions from patents (1976-2016). The task is: Predict the reactants needed to synthesize the given product. (1) Given the product [Cl:1][C:2]1[CH:11]=[C:10]([C:13]2[CH:14]=[CH:15][CH:16]=[CH:17][C:12]=2[CH3:20])[C:5]([C:6]([NH:8][CH3:9])=[O:7])=[CH:4][N:3]=1, predict the reactants needed to synthesize it. The reactants are: [Cl:1][C:2]1[CH:11]=[CH:10][C:5]([C:6]([NH:8][CH3:9])=[O:7])=[CH:4][N:3]=1.[C:12]1([CH3:20])[CH:17]=[CH:16][CH:15]=[CH:14][C:13]=1[Mg]Cl.[NH4+].[Cl-].[O-][Mn](=O)(=O)=O.[K+]. (2) Given the product [Br:1][C:2]1[CH:7]=[CH:6][C:5]2[N:8]=[C:9]([C:10]3[CH:11]=[CH:12][C:13]([C:16]([F:17])([F:18])[F:19])=[CH:14][CH:15]=3)[O:21][C:4]=2[CH:3]=1, predict the reactants needed to synthesize it. The reactants are: [Br:1][C:2]1[CH:7]=[CH:6][C:5]([NH:8][C:9](=O)[C:10]2[CH:15]=[CH:14][C:13]([C:16]([F:19])([F:18])[F:17])=[CH:12][CH:11]=2)=[C:4]([OH:21])[CH:3]=1.C1(C)C=CC(S(O)(=O)=O)=CC=1. (3) The reactants are: [CH3:1][O:2][C:3](=[O:24])[CH2:4][C:5]1[CH:14]=[C:13](OS(C(F)(F)F)(=O)=O)[C:12]2[C:7](=[CH:8][CH:9]=[C:10]([F:23])[CH:11]=2)[CH:6]=1.[CH3:25][S:26]([C:29]1[CH:34]=[CH:33][C:32]([NH2:35])=[CH:31][CH:30]=1)(=[O:28])=[O:27].C1C=CC(P(C2C=CC3C(=CC=CC=3)C=2C2C3C(=CC=CC=3)C=CC=2P(C2C=CC=CC=2)C2C=CC=CC=2)C2C=CC=CC=2)=CC=1.C(=O)([O-])[O-].[Cs+].[Cs+]. Given the product [CH3:1][O:2][C:3](=[O:24])[CH2:4][C:5]1[CH:14]=[C:13]([NH:35][C:32]2[CH:31]=[CH:30][C:29]([S:26]([CH3:25])(=[O:28])=[O:27])=[CH:34][CH:33]=2)[C:12]2[C:7](=[CH:8][CH:9]=[C:10]([F:23])[CH:11]=2)[CH:6]=1, predict the reactants needed to synthesize it. (4) Given the product [Br:25][CH2:4][C:3]([C:7]1[CH:8]=[C:9]([C:21]([F:24])([F:23])[F:22])[C:10]([O:19][CH3:20])=[C:11]([N:13]2[CH2:18][CH2:17][O:16][CH2:15][CH2:14]2)[CH:12]=1)=[O:2], predict the reactants needed to synthesize it. The reactants are: C[O:2][C:3]([C:7]1[CH:8]=[C:9]([C:21]([F:24])([F:23])[F:22])[C:10]([O:19][CH3:20])=[C:11]([N:13]2[CH2:18][CH2:17][O:16][CH2:15][CH2:14]2)[CH:12]=1)(OC)[CH3:4].[Br-:25].[Br-].[Br-].C1([N+](C)(C)C)C=CC=CC=1.C1([N+](C)(C)C)C=CC=CC=1.C1([N+](C)(C)C)C=CC=CC=1.S([O-])([O-])(=O)=S.O. (5) Given the product [CH3:12][CH:10]([CH3:11])[CH2:9][CH2:8][NH:7][C:5](=[O:6])[C:4]1[CH:3]=[C:2]([NH:1][C:22]([CH:17]2[CH2:21][CH2:20][CH2:19][CH2:18]2)=[O:23])[CH:15]=[C:14]([NH:16][C:30]([CH:29]2[CH2:36][CH2:35][CH2:27][CH2:28]2)=[O:31])[CH:13]=1, predict the reactants needed to synthesize it. The reactants are: [NH2:1][C:2]1[CH:3]=[C:4]([CH:13]=[C:14]([NH2:16])[CH:15]=1)[C:5]([NH:7][CH2:8][CH2:9][CH:10]([CH3:12])[CH3:11])=[O:6].[CH:17]1([C:22](Cl)=[O:23])[CH2:21][CH2:20][CH2:19][CH2:18]1.CN1[C:30](=[O:31])[CH2:29][CH2:28][CH2:27]1.[Li+].[Cl-].N1C=CC=[CH:36][CH:35]=1. (6) Given the product [Cl:26][C:27]1[CH:28]=[C:29]([O:34][C:22]2[C:21]([F:25])=[CH:20][C:9]([C:10]([O:12][C:13]3[CH:18]=[CH:17][C:16]([CH3:19])=[CH:15][CH:14]=3)=[O:11])=[C:8]([F:7])[CH:23]=2)[CH:30]=[N:31][C:32]=1[F:33], predict the reactants needed to synthesize it. The reactants are: C(=O)([O-])[O-].[K+].[K+].[F:7][C:8]1[CH:23]=[C:22](F)[C:21]([F:25])=[CH:20][C:9]=1[C:10]([O:12][C:13]1[CH:18]=[CH:17][C:16]([CH3:19])=[CH:15][CH:14]=1)=[O:11].[Cl:26][C:27]1[CH:28]=[C:29]([OH:34])[CH:30]=[N:31][C:32]=1[F:33]. (7) Given the product [Br:9][C:5]1[CH:4]=[C:3]2[C:2](=[C:7]([Cl:8])[CH:6]=1)[NH:1][N:18]=[C:10]2[CH3:11], predict the reactants needed to synthesize it. The reactants are: [NH2:1][C:2]1[C:7]([Cl:8])=[CH:6][C:5]([Br:9])=[CH:4][C:3]=1[C:10](=O)[CH3:11].OS(O)(=O)=O.[N:18]([O-])=O.[Na+].O.O.Cl[Sn]Cl.